The task is: Predict which catalyst facilitates the given reaction.. This data is from Catalyst prediction with 721,799 reactions and 888 catalyst types from USPTO. Reactant: C(O[C:6](=O)[N:7](C)[CH2:8][CH2:9][C@H:10]([C:20]1[CH:25]=[CH:24][CH:23]=[CH:22][CH:21]=1)[C:11]1[C:19]2[C:14](=[N:15][CH:16]=[CH:17][CH:18]=2)[NH:13][CH:12]=1)(C)(C)C.[F:28][C:29]([F:34])([F:33])[C:30]([OH:32])=[O:31]. Product: [CH3:6][NH:7][CH2:8][CH2:9][C@H:10]([C:20]1[CH:25]=[CH:24][CH:23]=[CH:22][CH:21]=1)[C:11]1[C:19]2[C:14](=[N:15][CH:16]=[CH:17][CH:18]=2)[NH:13][CH:12]=1.[F:28][C:29]([F:34])([F:33])[C:30]([OH:32])=[O:31]. The catalyst class is: 4.